This data is from Full USPTO retrosynthesis dataset with 1.9M reactions from patents (1976-2016). The task is: Predict the reactants needed to synthesize the given product. (1) The reactants are: C([CH2:4][C:5]1[N:9]([CH2:10][C:11]2[CH:16]=[CH:15][CH:14]=[CH:13][C:12]=2[Cl:17])[C:8]([S:18][CH2:19][CH2:20][CH3:21])=[N:7][CH:6]=1)(O)=O.[H-].C([Al+]CC(C)C)C(C)C.[O:32]1CCCC1. Given the product [Cl:17][C:12]1[CH:13]=[CH:14][CH:15]=[CH:16][C:11]=1[CH2:10][N:9]1[C:5]([CH2:4][OH:32])=[CH:6][N:7]=[C:8]1[S:18][CH2:19][CH2:20][CH3:21], predict the reactants needed to synthesize it. (2) Given the product [ClH:19].[ClH:18].[CH3:27][C:24]1[CH:25]=[CH:26][C:21]([CH2:20][O:1][C:2]2[CH:3]=[CH:4][C:5]([NH2:8])=[CH:6][CH:7]=2)=[N:22][CH:23]=1, predict the reactants needed to synthesize it. The reactants are: [OH:1][C:2]1[CH:7]=[CH:6][C:5]([NH:8]C(=O)C)=[CH:4][CH:3]=1.C(=O)([O-])[O-].[K+].[K+].[ClH:18].[Cl:19][CH2:20][C:21]1[CH:26]=[CH:25][C:24]([CH3:27])=[CH:23][N:22]=1.O. (3) Given the product [Cl:1][C:2]1[N:3]=[CH:4][C:5]2[N:11]([CH3:25])[C:10](=[O:12])[C:9]([F:14])([F:13])[CH2:8][N:7]([CH2:15][C:16]3[CH:17]=[CH:18][C:19]([O:22][CH3:23])=[CH:20][CH:21]=3)[C:6]=2[N:24]=1, predict the reactants needed to synthesize it. The reactants are: [Cl:1][C:2]1[N:3]=[CH:4][C:5]2[NH:11][C:10](=[O:12])[C:9]([F:14])([F:13])[CH2:8][N:7]([CH2:15][C:16]3[CH:21]=[CH:20][C:19]([O:22][CH3:23])=[CH:18][CH:17]=3)[C:6]=2[N:24]=1.[C:25](=O)([O-])[O-].[Cs+].[Cs+].IC. (4) Given the product [O:34]1[CH2:33][CH2:32][CH2:31][CH:30]1[CH2:29][NH:35][C:11]([C:9]1[CH:8]=[CH:7][C:6]2[N:2]([CH3:1])[C:3]([NH:14][C:15]3[S:16][C:17]4[CH:23]=[C:22]([O:24][C:25]([F:26])([F:27])[F:28])[CH:21]=[CH:20][C:18]=4[N:19]=3)=[N:4][C:5]=2[CH:10]=1)=[O:13], predict the reactants needed to synthesize it. The reactants are: [CH3:1][N:2]1[C:6]2[CH:7]=[CH:8][C:9]([C:11]([OH:13])=O)=[CH:10][C:5]=2[N:4]=[C:3]1[NH:14][C:15]1[S:16][C:17]2[CH:23]=[C:22]([O:24][C:25]([F:28])([F:27])[F:26])[CH:21]=[CH:20][C:18]=2[N:19]=1.[CH2:29]([NH2:35])[CH:30]1[O:34][CH2:33][CH2:32][CH2:31]1.CN(C(ON1N=NC2C=CC=CC1=2)=[N+](C)C)C.F[P-](F)(F)(F)(F)F.CCN(C(C)C)C(C)C. (5) Given the product [CH3:11][O:10][C:7]1[CH:6]=[CH:5][C:4]([N+:1]([O-:3])=[O:2])=[CH:9][C:8]=1[S:21]([Cl:20])(=[O:23])=[O:22], predict the reactants needed to synthesize it. The reactants are: [N+:1]([C:4]1[CH:9]=[CH:8][C:7]([O:10][CH3:11])=[CH:6][CH:5]=1)([O-:3])=[O:2].C1(OC)C=CC=CC=1.[Cl:20][S:21](O)(=[O:23])=[O:22]. (6) Given the product [NH2:84][C@H:85]([C:86]([NH:28][C@H:29]1[CH2:30][CH2:31][C@H:32]([NH:35][C:36]2[CH:37]=[C:38]([NH:55][CH:65]3[CH2:67][CH2:66]3)[C:39]3[N:40]([C:42]([C:45]([NH:47][C:48]4[CH:53]=[CH:52][N:51]=[CH:50][C:49]=4[F:54])=[O:46])=[CH:43][N:44]=3)[N:41]=2)[CH2:33][CH2:34]1)=[O:87])[CH3:89], predict the reactants needed to synthesize it. The reactants are: F[P-](F)(F)(F)(F)F.N1(O[P+](N(C)C)(N(C)C)N(C)C)C2C=CC=CC=2N=N1.[NH2:28][C@H:29]1[CH2:34][CH2:33][C@H:32]([NH:35][C:36]2[CH:37]=[C:38]([N:55]([CH:65]3[CH2:67][CH2:66]3)CC3C=CC(OC)=CC=3)[C:39]3[N:40]([C:42]([C:45]([NH:47][C:48]4[CH:53]=[CH:52][N:51]=[CH:50][C:49]=4[F:54])=[O:46])=[CH:43][N:44]=3)[N:41]=2)[CH2:31][CH2:30]1.CCN(C(C)C)C(C)C.C(OC([NH:84][C@@H:85]([CH3:89])[C:86](O)=[O:87])=O)(C)(C)C.C(O)(C(F)(F)F)=O. (7) Given the product [NH2:14][C:12]1[CH:11]=[CH:10][C:3]([CH2:4][NH:5][S:6]([CH3:9])(=[O:8])=[O:7])=[C:2]([F:1])[CH:13]=1, predict the reactants needed to synthesize it. The reactants are: [F:1][C:2]1[CH:13]=[C:12]([N+:14]([O-])=O)[CH:11]=[CH:10][C:3]=1[CH2:4][NH:5][S:6]([CH3:9])(=[O:8])=[O:7].[H][H]. (8) The reactants are: [Br:1][C:2]1[CH:8]=[C:7]([F:9])[CH:6]=[C:5]([N+:10]([O-])=O)[C:3]=1[NH2:4].Cl[Sn]Cl. Given the product [Br:1][C:2]1[CH:8]=[C:7]([F:9])[CH:6]=[C:5]([NH2:10])[C:3]=1[NH2:4], predict the reactants needed to synthesize it.